From a dataset of Reaction yield outcomes from USPTO patents with 853,638 reactions. Predict the reaction yield, written as a fraction of the theoretical maximum amount of product (1.0 means a 100% yield; for example, 0.34 means a 34% yield). (1) The reactants are [C:1]1([OH:11])[C:10]2[CH2:9][CH2:8][CH2:7][CH2:6][C:5]=2[CH:4]=[CH:3][CH:2]=1.Br[CH2:13][C:14]([O:16][CH2:17][CH3:18])=[O:15].C([O-])([O-])=O.[K+].[K+]. The catalyst is CC#N. The product is [C:1]1([O:11][CH2:13][C:14]([O:16][CH2:17][CH3:18])=[O:15])[C:10]2[CH2:9][CH2:8][CH2:7][CH2:6][C:5]=2[CH:4]=[CH:3][CH:2]=1. The yield is 0.950. (2) The reactants are [F:1][CH:2]([F:34])[C:3]1[CH:12]=[C:11]2[C:6]([CH2:7][CH2:8][CH2:9][N:10]2[C:13]2[C:17]3[CH2:18][NH:19][CH2:20][CH2:21][C:16]=3[N:15]([C:22]3[CH:27]=[CH:26][CH:25]=[CH:24][CH:23]=3)[N:14]=2)=[CH:5][C:4]=1[C:28]1[CH:29]=[N:30][N:31]([CH3:33])[CH:32]=1.C(N(CC)CC)C.[CH3:42][NH:43][C:44](N1C=CN=C1)=[O:45]. The catalyst is C(Cl)Cl. The product is [F:34][CH:2]([F:1])[C:3]1[CH:12]=[C:11]2[C:6]([CH2:7][CH2:8][CH2:9][N:10]2[C:13]2[C:17]3[CH2:18][N:19]([C:44]([NH:43][CH3:42])=[O:45])[CH2:20][CH2:21][C:16]=3[N:15]([C:22]3[CH:27]=[CH:26][CH:25]=[CH:24][CH:23]=3)[N:14]=2)=[CH:5][C:4]=1[C:28]1[CH:29]=[N:30][N:31]([CH3:33])[CH:32]=1. The yield is 0.290. (3) The reactants are [Mg].[F:2][C:3]([F:16])([F:15])[C:4]1[CH:9]=[C:8](Br)[CH:7]=[C:6]([C:11]([F:14])([F:13])[F:12])[CH:5]=1.Cl[P:18]1(=[O:23])[CH2:22][CH:21]=[CH:20][CH2:19]1. No catalyst specified. The product is [F:2][C:3]([F:16])([F:15])[C:4]1[CH:9]=[C:8]([P:18]2(=[O:23])[CH2:22][CH:21]=[CH:20][CH2:19]2)[CH:7]=[C:6]([C:11]([F:14])([F:13])[F:12])[CH:5]=1. The yield is 0.510. (4) The catalyst is O. The yield is 0.790. The reactants are [CH2:1]([N:4]1[CH2:9][CH2:8][O:7][CH:6]([C:10]2[CH:15]=[CH:14][C:13]([OH:16])=[CH:12][CH:11]=2)[CH2:5]1)[CH2:2][CH3:3].[NH4+].[OH-].[N+:19]([O-])([OH:21])=[O:20].O. The product is [N+:19]([C:12]1[CH:11]=[C:10]([CH:6]2[O:7][CH2:8][CH2:9][N:4]([CH2:1][CH2:2][CH3:3])[CH2:5]2)[CH:15]=[CH:14][C:13]=1[OH:16])([O-:21])=[O:20]. (5) The reactants are [CH3:1][O:2][C:3]1[CH:24]=[CH:23][C:6]([CH2:7][N:8]2[C:13]3[S:14][CH:15]=[C:16]([CH:17]=C)[C:12]=3[C:11]3=[N:19][CH:20]=[N:21][N:10]3[C:9]2=[O:22])=[CH:5][CH:4]=1.I([O-])(=O)(=O)=[O:26].[Na+]. The catalyst is O1CCCC1.O.[Os](=O)(=O)(=O)=O. The product is [CH3:1][O:2][C:3]1[CH:4]=[CH:5][C:6]([CH2:7][N:8]2[C:13]3[S:14][CH:15]=[C:16]([CH:17]=[O:26])[C:12]=3[C:11]3=[N:19][CH:20]=[N:21][N:10]3[C:9]2=[O:22])=[CH:23][CH:24]=1. The yield is 0.680. (6) The product is [Br:19][C:5]1[C:6]2[C:7](=[CH:8][N:9]([C:11]3[C:16]([Cl:17])=[CH:15][CH:14]=[CH:13][C:12]=3[Cl:18])[N:10]=2)[C:2]([NH2:21])=[N:3][CH:4]=1. The yield is 0.840. The catalyst is N. The reactants are Br[C:2]1[C:7]2=[CH:8][N:9]([C:11]3[C:16]([Cl:17])=[CH:15][CH:14]=[CH:13][C:12]=3[Cl:18])[N:10]=[C:6]2[C:5]([Br:19])=[CH:4][N:3]=1.C[N:21]1C(=O)CCC1. (7) The reactants are [F:1][C:2]1[CH:3]=[C:4]([N:9]2[C:13]3[CH:14]=[CH:15][CH:16]=[CH:17][C:12]=3[NH:11][S:10]2(=[O:19])=[O:18])[CH:5]=[CH:6][C:7]=1[F:8].[Br:20][CH2:21][CH2:22][CH2:23][CH2:24]Br.C(=O)([O-])[O-].[Cs+].[Cs+]. The catalyst is CN(C)C=O.C(OCC)C. The product is [Br:20][CH2:21][CH2:22][CH2:23][CH2:24][N:11]1[C:12]2[CH:17]=[CH:16][CH:15]=[CH:14][C:13]=2[N:9]([C:4]2[CH:5]=[CH:6][C:7]([F:8])=[C:2]([F:1])[CH:3]=2)[S:10]1(=[O:18])=[O:19]. The yield is 0.950. (8) The reactants are [Cl:1][C:2]1[CH:7]=[CH:6][C:5]([C:8]2[C:14]3[CH:15]=[C:16]([O:19][CH3:20])[CH:17]=[CH:18][C:13]=3[N:12]3[C:21]([CH3:24])=[N:22][N:23]=[C:11]3[C@H:10]([CH2:25][C:26](O)=[O:27])[N:9]=2)=[CH:4][CH:3]=1.CN(C(ON1N=NC2C=CC=NC1=2)=[N+](C)C)C.F[P-](F)(F)(F)(F)F.CCN(C(C)C)C(C)C.[NH2:62][CH2:63][CH2:64][C:65]1[CH:70]=[CH:69][CH:68]=[C:67]([OH:71])[C:66]=1[OH:72]. The catalyst is C(Cl)Cl. The product is [Cl:1][C:2]1[CH:7]=[CH:6][C:5]([C:8]2[C:14]3[CH:15]=[C:16]([O:19][CH3:20])[CH:17]=[CH:18][C:13]=3[N:12]3[C:21]([CH3:24])=[N:22][N:23]=[C:11]3[C@H:10]([CH2:25][C:26]([NH:62][CH2:63][CH2:64][C:65]3[CH:70]=[CH:69][CH:68]=[C:67]([OH:71])[C:66]=3[OH:72])=[O:27])[N:9]=2)=[CH:4][CH:3]=1. The yield is 0.120. (9) The reactants are Cl[C:2]1[N:7]=[C:6]([NH2:8])[CH:5]=[CH:4][CH:3]=1.[NH:9]1[CH2:14][CH2:13][NH:12][CH2:11][CH2:10]1.CC(C)([O-])C.[Na+].O1CCCC1. The catalyst is C1(C)C=CC=C(C)C=1.CC1C=CC=CC=1[P](C1C=CC=CC=1C)([Pd](Cl)(Cl)[P](C1=C(C)C=CC=C1)(C1C=CC=CC=1C)C1C=CC=CC=1C)C1C=CC=CC=1C. The product is [NH2:8][C:6]1[CH:5]=[CH:4][CH:3]=[C:2]([N:9]2[CH2:14][CH2:13][NH:12][CH2:11][CH2:10]2)[N:7]=1. The yield is 0.0500. (10) The catalyst is C(Cl)Cl.CO.CN(C=O)C.[Li+].[OH-]. The reactants are [CH2:1]([O:3][C@@H:4]1[CH2:8][N:7]([C:9](=[O:19])[C@H:10]([CH:16]([CH3:18])[CH3:17])[NH:11][C:12]([O:14][CH3:15])=[O:13])[C@H:6]([C:20]2[NH:24][C:23]3[C:25]4[C:30]([CH:31]=[CH:32][C:22]=3[N:21]=2)=[CH:29][C:28]2[C:33]3[C:38]([CH2:39][O:40][C:27]=2[CH:26]=4)=[CH:37][C:36]([C:41]2[NH:45][C:44]([C@@H:46]4[CH2:50][CH2:49][CH2:48][N:47]4C(OC(C)(C)C)=O)=[N:43][CH:42]=2)=[CH:35][CH:34]=3)[CH2:5]1)[CH3:2].Cl.[CH3:59][O:60][C:61]([NH:63][C@@H:64]([CH:68]([CH3:70])[CH3:69])[C:65](O)=[O:66])=[O:62].CN(C(ON1N=NC2C=CC=NC1=2)=[N+](C)C)C.F[P-](F)(F)(F)(F)F.CCN(C(C)C)C(C)C. The product is [CH2:1]([O:3][C@@H:4]1[CH2:8][N:7]([C:9](=[O:19])[C@@H:10]([NH:11][C:12]([O:14][CH3:15])=[O:13])[CH:16]([CH3:18])[CH3:17])[C@H:6]([C:20]2[NH:24][C:23]3[C:25]4[C:30]([CH:31]=[CH:32][C:22]=3[N:21]=2)=[CH:29][C:28]2[C:33]3[C:38]([CH2:39][O:40][C:27]=2[CH:26]=4)=[CH:37][C:36]([C:41]2[NH:45][C:44]([C@@H:46]4[CH2:50][CH2:49][CH2:48][N:47]4[C:65](=[O:66])[C@@H:64]([NH:63][C:61](=[O:62])[O:60][CH3:59])[CH:68]([CH3:70])[CH3:69])=[N:43][CH:42]=2)=[CH:35][CH:34]=3)[CH2:5]1)[CH3:2]. The yield is 0.170.